From a dataset of Forward reaction prediction with 1.9M reactions from USPTO patents (1976-2016). Predict the product of the given reaction. (1) Given the reactants Br[C:2]1[C:3]([NH:16][CH:17]2[CH2:22][CH2:21][N:20]([CH2:23][C:24]3[CH:29]=[CH:28][CH:27]=[CH:26][CH:25]=3)[CH2:19][CH2:18]2)=[N:4][C:5]([NH:8][CH2:9][C:10]2[CH:15]=[CH:14][CH:13]=[CH:12][N:11]=2)=[N:6][CH:7]=1.[S:30]1[CH:34]=[CH:33][CH:32]=[C:31]1B(O)O, predict the reaction product. The product is: [S:30]1[CH:34]=[CH:33][CH:32]=[C:31]1[C:2]1[C:3]([NH:16][CH:17]2[CH2:22][CH2:21][N:20]([CH2:23][C:24]3[CH:29]=[CH:28][CH:27]=[CH:26][CH:25]=3)[CH2:19][CH2:18]2)=[N:4][C:5]([NH:8][CH2:9][C:10]2[CH:15]=[CH:14][CH:13]=[CH:12][N:11]=2)=[N:6][CH:7]=1. (2) Given the reactants C=O.S(=O)(=O)(O)O.[C:8]1([CH2:18][OH:19])[C:17]2[C:12](=[CH:13][CH:14]=[CH:15][CH:16]=2)[CH:11]=[CH:10][CH:9]=1.C(C1C=CC=CC=1)C, predict the reaction product. The product is: [CH2:18]=[O:19].[C:8]1([CH2:18][OH:19])[C:17]2[C:12](=[CH:13][CH:14]=[CH:15][CH:16]=2)[CH:11]=[CH:10][CH:9]=1. (3) Given the reactants [C:1]1([S:11]([N:14]2[CH2:19][CH:18]3[CH:16]([CH:17]3[NH:20][C:21]3[N:26]=CC(C(OCC)=O)=[CH:23][N:22]=3)[CH2:15]2)(=[O:13])=[O:12])[C:10]2[C:5](=[CH:6][CH:7]=[CH:8][CH:9]=2)[CH:4]=[CH:3][CH:2]=1.[OH-:32].[Na+].Cl.[CH2:35]1[CH2:39][O:38]C[CH2:36]1, predict the reaction product. The product is: [CH:10]1[C:5]2[C:4](=[CH:9][CH:8]=[CH:7][CH:6]=2)[CH:3]=[CH:2][C:1]=1[S:11]([N:14]1[CH2:19][CH:18]2[CH:16]([CH:17]2[NH:20][C:21]2[N:26]=[CH:36][C:35]([C:39]([OH:38])=[O:32])=[CH:23][N:22]=2)[CH2:15]1)(=[O:13])=[O:12]. (4) Given the reactants [C:1]([NH:4][C:5]1[S:6][C:7]2[CH2:13][CH:12](C(O)=O)[CH2:11][CH2:10][C:8]=2[N:9]=1)(=[O:3])[CH3:2].C([N:19]([CH2:22]C)CC)C.C1(P(N=[N+]=[N-])(C2C=CC=CC=2)=[O:31])C=CC=CC=1.[ClH:41].CN(C)[CH:44]=[O:45], predict the reaction product. The product is: [ClH:41].[CH3:44][O:45][C:22](=[O:31])[NH:19][CH:12]1[CH2:11][CH2:10][C:8]2[N:9]=[C:5]([NH:4][C:1](=[O:3])[CH3:2])[S:6][C:7]=2[CH2:13]1. (5) Given the reactants [CH2:1]([O:8][CH2:9][CH2:10][CH2:11][O:12][C:13]1[CH:18]=[CH:17][C:16]([CH:19]2[CH2:24][CH2:23][N:22](C(OC(C)(C)C)=O)[CH2:21][CH:20]2[O:32][CH2:33][CH2:34][O:35][C:36]2[CH:41]=[CH:40][C:39]([NH2:42])=[C:38]([NH2:43])[CH:37]=2)=[CH:15][CH:14]=1)[C:2]1[CH:7]=[CH:6][CH:5]=[CH:4][CH:3]=1.[ClH:44], predict the reaction product. The product is: [ClH:44].[CH2:1]([O:8][CH2:9][CH2:10][CH2:11][O:12][C:13]1[CH:18]=[CH:17][C:16]([CH:19]2[CH2:24][CH2:23][NH:22][CH2:21][CH:20]2[O:32][CH2:33][CH2:34][O:35][C:36]2[CH:37]=[C:38]([NH2:43])[C:39]([NH2:42])=[CH:40][CH:41]=2)=[CH:15][CH:14]=1)[C:2]1[CH:7]=[CH:6][CH:5]=[CH:4][CH:3]=1. (6) Given the reactants [CH3:1][C:2]1[CH:10]=[CH:9][CH:8]=[CH:7][C:3]=1[C:4]([OH:6])=O.[C:11]([CH:13]1[CH:18]2[CH2:19][CH2:20][N:15]([CH2:16][CH2:17]2)[CH2:14]1)#[N:12], predict the reaction product. The product is: [N:15]12[CH2:20][CH2:19][CH:18]([CH2:17][CH2:16]1)[CH:13]([C:11]1[NH:12][C:4](=[O:6])[C:3]3[C:2]([CH:1]=1)=[CH:10][CH:9]=[CH:8][CH:7]=3)[CH2:14]2. (7) Given the reactants [Mg].Cl[Si:3]([CH3:6])([CH3:5])[CH3:4].CN(C=O)C.Cl[C:13]([F:20])([F:19])[C:14]([O:16][CH2:17][CH3:18])=[O:15], predict the reaction product. The product is: [CH2:17]([O:16][C:14](=[O:15])[C:13]([F:20])([F:19])[Si:3]([CH3:6])([CH3:5])[CH3:4])[CH3:18]. (8) Given the reactants Br[C:2]1[C:11]2[C:6](=[CH:7][CH:8]=[C:9]([O:12][CH3:13])[CH:10]=2)[C:5](=[O:14])[NH:4][CH:3]=1.[N:15]1([C:21]([O:23][C:24]([CH3:27])([CH3:26])[CH3:25])=[O:22])[CH2:20][CH2:19][NH:18][CH2:17][CH2:16]1.CCN(C(C)C)C(C)C, predict the reaction product. The product is: [OH:14][C:5]1[C:6]2[C:11](=[CH:10][C:9]([O:12][CH3:13])=[CH:8][CH:7]=2)[C:2]([N:18]2[CH2:17][CH2:16][N:15]([C:21]([O:23][C:24]([CH3:27])([CH3:26])[CH3:25])=[O:22])[CH2:20][CH2:19]2)=[CH:3][N:4]=1. (9) The product is: [NH:11]1[C:15]2[CH:16]=[CH:17][CH:18]=[CH:19][C:14]=2[N:13]=[C:12]1[C@H:8]([NH:9][C:10]([NH:33][CH2:32][CH:31]([N:28]1[CH2:27][CH2:26][O:25][CH2:30][CH2:29]1)[C:34]1[CH:35]=[CH:36][CH:37]=[CH:38][CH:39]=1)=[O:20])[CH2:7][C:6]1[CH:21]=[CH:22][C:3]([O:2][CH3:1])=[CH:4][CH:5]=1. Given the reactants [CH3:1][O:2][C:3]1[CH:22]=[CH:21][C:6]([CH2:7][C@@H:8]2[C:12]3=[N:13][C:14]4[CH:19]=[CH:18][CH:17]=[CH:16][C:15]=4[N:11]3[C:10](=[O:20])[NH:9]2)=[CH:5][CH:4]=1.Cl.Cl.[O:25]1[CH2:30][CH2:29][N:28]([CH:31]([C:34]2[CH:39]=[CH:38][CH:37]=[CH:36][CH:35]=2)[CH2:32][NH2:33])[CH2:27][CH2:26]1.C(O)(C(F)(F)F)=O, predict the reaction product. (10) Given the reactants [F:1][C:2]1[CH:30]=[CH:29][C:5]([CH2:6][N:7]([O:22]C2CCCCO2)[C:8]([C:10]2[CH:15]=[C:14]([C:16]3[CH:21]=[CH:20][CH:19]=[CH:18][CH:17]=3)[CH:13]=[CH:12][N:11]=2)=[O:9])=[CH:4][CH:3]=1.C1(C)C=CC(S([O-])(=O)=O)=CC=1.[NH+]1C=CC=CC=1, predict the reaction product. The product is: [F:1][C:2]1[CH:30]=[CH:29][C:5]([CH2:6][N:7]([OH:22])[C:8]([C:10]2[CH:15]=[C:14]([C:16]3[CH:21]=[CH:20][CH:19]=[CH:18][CH:17]=3)[CH:13]=[CH:12][N:11]=2)=[O:9])=[CH:4][CH:3]=1.